From a dataset of Peptide-MHC class II binding affinity with 134,281 pairs from IEDB. Regression. Given a peptide amino acid sequence and an MHC pseudo amino acid sequence, predict their binding affinity value. This is MHC class II binding data. (1) The peptide sequence is RGGMVAPLYGVEGTK. The MHC is DRB1_0404 with pseudo-sequence DRB1_0404. The binding affinity (normalized) is 0.669. (2) The peptide sequence is AAATAGFTVYGAFAA. The MHC is HLA-DQA10501-DQB10301 with pseudo-sequence HLA-DQA10501-DQB10301. The binding affinity (normalized) is 0.658. (3) The peptide sequence is GELQIVDYIDAAFKI. The MHC is DRB1_0101 with pseudo-sequence DRB1_0101. The binding affinity (normalized) is 0.671. (4) The MHC is HLA-DPA10201-DPB11401 with pseudo-sequence HLA-DPA10201-DPB11401. The binding affinity (normalized) is 0.253. The peptide sequence is KLVLDIKYTRPGDSL. (5) The peptide sequence is NLLWKQIANELNYIL. The binding affinity (normalized) is 0. The MHC is DRB1_0701 with pseudo-sequence DRB1_0701. (6) The MHC is DRB1_1602 with pseudo-sequence DRB1_1602. The peptide sequence is EKKYFAATQFEPLIA. The binding affinity (normalized) is 0.580.